Dataset: Forward reaction prediction with 1.9M reactions from USPTO patents (1976-2016). Task: Predict the product of the given reaction. Given the reactants [Cl:1][C:2]1[N:7]=[C:6]([NH:8][C:9]2[CH:10]=[C:11]([CH2:15][CH2:16][C:17]3[CH:22]=[C:21]([NH:23]C(=O)OC(C)(C)C)[CH:20]=[CH:19][N:18]=3)[CH:12]=[CH:13][CH:14]=2)[C:5]([Cl:31])=[CH:4][N:3]=1.[ClH:32], predict the reaction product. The product is: [ClH:1].[ClH:32].[NH2:23][C:21]1[CH:20]=[CH:19][N:18]=[C:17]([CH2:16][CH2:15][C:11]2[CH:10]=[C:9]([NH:8][C:6]3[C:5]([Cl:31])=[CH:4][N:3]=[C:2]([Cl:1])[N:7]=3)[CH:14]=[CH:13][CH:12]=2)[CH:22]=1.